This data is from Catalyst prediction with 721,799 reactions and 888 catalyst types from USPTO. The task is: Predict which catalyst facilitates the given reaction. (1) Reactant: [C:1]([O:5][C:6](=[O:29])[NH:7][C@H:8]([C:12]1[CH:17]=[C:16]([C:18]2[N:22]([CH:23]([F:25])[F:24])[N:21]=[CH:20][C:19]=2[N+:26]([O-])=O)[CH:15]=[CH:14][N:13]=1)[CH2:9][CH:10]=[CH2:11])([CH3:4])([CH3:3])[CH3:2].[NH4+].[Cl-]. Product: [C:1]([O:5][C:6](=[O:29])[NH:7][C@H:8]([C:12]1[CH:17]=[C:16]([C:18]2[N:22]([CH:23]([F:25])[F:24])[N:21]=[CH:20][C:19]=2[NH2:26])[CH:15]=[CH:14][N:13]=1)[CH2:9][CH:10]=[CH2:11])([CH3:2])([CH3:3])[CH3:4]. The catalyst class is: 406. (2) Reactant: [NH2:1][C:2]1[NH:3][C:4](=[O:18])[C:5]2[CH:10]=[C:9]([C:11]3[CH:16]=[CH:15][C:14]([F:17])=[CH:13][CH:12]=3)[S:8][C:6]=2[N:7]=1.F[P-](F)(F)(F)(F)F.N1(O[P+](N(C)C)(N(C)C)N(C)C)[C:30]2C=CC=C[C:29]=2N=N1.C1CCN2C(=NCCC2)CC1.[O-]CC.[Na+]. Product: [CH2:29]([O:18][C:4]1[C:5]2[CH:10]=[C:9]([C:11]3[CH:12]=[CH:13][C:14]([F:17])=[CH:15][CH:16]=3)[S:8][C:6]=2[N:7]=[C:2]([NH2:1])[N:3]=1)[CH3:30]. The catalyst class is: 14. (3) Reactant: [CH:1]([O:14][C:15]1[C:16]2[C:29](=[O:30])[N:28]([CH2:31][C:32]3[CH:37]=[CH:36][C:35]([O:38][CH3:39])=[CH:34][CH:33]=3)[CH2:27][C:17]=2[C:18]([CH2:25]O)=[C:19]2[C:24]=1[N:23]=[CH:22][CH:21]=[CH:20]2)([C:8]1[CH:13]=[CH:12][CH:11]=[CH:10][CH:9]=1)[C:2]1[CH:7]=[CH:6][CH:5]=[CH:4][CH:3]=1.C(Br)(Br)(Br)[Br:41].C1(P(C2C=CC=CC=2)C2C=CC=CC=2)C=CC=CC=1. Product: [CH:1]([O:14][C:15]1[C:16]2[C:29](=[O:30])[N:28]([CH2:31][C:32]3[CH:37]=[CH:36][C:35]([O:38][CH3:39])=[CH:34][CH:33]=3)[CH2:27][C:17]=2[C:18]([CH2:25][Br:41])=[C:19]2[C:24]=1[N:23]=[CH:22][CH:21]=[CH:20]2)([C:8]1[CH:13]=[CH:12][CH:11]=[CH:10][CH:9]=1)[C:2]1[CH:7]=[CH:6][CH:5]=[CH:4][CH:3]=1. The catalyst class is: 4. (4) Reactant: [F:1][C:2]1[C:3]([C:9]2[N:13]([CH:14]3[CH2:19][CH2:18][O:17][CH2:16][CH2:15]3)[C:12]([CH3:20])=[N:11][CH:10]=2)=[N:4][C:5]([NH2:8])=[N:6][CH:7]=1.[Cl:21][C:22]1[CH:34]=[CH:33][C:25]([CH2:26][N:27]2[CH2:32][CH2:31][O:30][CH2:29][CH2:28]2)=[C:24]([CH3:35])[CH:23]=1.C([O-])([O-])=O.[Cs+].[Cs+].CC(C1C=C(C(C)C)C(C2C=CC=CC=2P(C2CCCCC2)C2CCCCC2)=C(C(C)C)C=1)C.Cl. Product: [ClH:21].[F:1][C:2]1[C:3]([C:9]2[N:13]([CH:14]3[CH2:19][CH2:18][O:17][CH2:16][CH2:15]3)[C:12]([CH3:20])=[N:11][CH:10]=2)=[N:4][C:5]([NH:8][C:22]2[CH:34]=[CH:33][C:25]([CH2:26][N:27]3[CH2:28][CH2:29][O:30][CH2:31][CH2:32]3)=[C:24]([CH3:35])[CH:23]=2)=[N:6][CH:7]=1. The catalyst class is: 110. (5) Reactant: [Cl:1][C:2]1[CH:30]=[CH:29][C:5]([O:6][C:7]2[CH:12]=[CH:11][C:10]([N:13]3[C@@H:17]([C:18]4[CH:23]=[CH:22][CH:21]=[C:20]([C:24]([F:27])([F:26])[F:25])[CH:19]=4)[CH2:16][NH:15][C:14]3=[O:28])=[CH:9][CH:8]=2)=[CH:4][CH:3]=1.C([O-])([O-])=O.[Cs+].[Cs+].Cl[C:38]1[CH:43]=[N:42][CH:41]=[CH:40][N:39]=1. Product: [Cl:1][C:2]1[CH:3]=[CH:4][C:5]([O:6][C:7]2[CH:8]=[CH:9][C:10]([N:13]3[C@@H:17]([C:18]4[CH:23]=[CH:22][CH:21]=[C:20]([C:24]([F:26])([F:25])[F:27])[CH:19]=4)[CH2:16][N:15]([C:38]4[CH:43]=[N:42][CH:41]=[CH:40][N:39]=4)[C:14]3=[O:28])=[CH:11][CH:12]=2)=[CH:29][CH:30]=1. The catalyst class is: 3. (6) Reactant: [F:1][C:2]1[CH:15]=[CH:14][C:5]([O:6][C:7]2[CH:12]=[CH:11][C:10]([OH:13])=[CH:9][CH:8]=2)=[CH:4][CH:3]=1.[H-].[Na+].[C:18]([O:22][C:23]([N:25]1[CH2:29][CH2:28][CH2:27][C@@H:26]1[CH2:30]OS(C1C=CC(C)=CC=1)(=O)=O)=[O:24])([CH3:21])([CH3:20])[CH3:19]. Product: [C:18]([O:22][C:23]([N:25]1[CH2:29][CH2:28][CH2:27][C@@H:26]1[CH2:30][O:13][C:10]1[CH:11]=[CH:12][C:7]([O:6][C:5]2[CH:14]=[CH:15][C:2]([F:1])=[CH:3][CH:4]=2)=[CH:8][CH:9]=1)=[O:24])([CH3:21])([CH3:19])[CH3:20]. The catalyst class is: 3. (7) Reactant: [C:1]([CH:5]1[CH2:14][CH2:13][C:12]2[N:11]=[C:10]([S:15]([CH2:18][C:19]#[N:20])(=[O:17])=[O:16])[C:9]([C:21]#[N:22])=[CH:8][C:7]=2[CH2:6]1)([CH3:4])([CH3:3])[CH3:2].[H-].[Na+]. Product: [NH2:22][C:21]1[C:9]2[C:10](=[N:11][C:12]3[CH2:13][CH2:14][CH:5]([C:1]([CH3:4])([CH3:2])[CH3:3])[CH2:6][C:7]=3[CH:8]=2)[S:15](=[O:17])(=[O:16])[C:18]=1[C:19]#[N:20]. The catalyst class is: 1.